From a dataset of Full USPTO retrosynthesis dataset with 1.9M reactions from patents (1976-2016). Predict the reactants needed to synthesize the given product. (1) Given the product [OH:11][CH2:10][C:3]1[N:2]([CH3:1])[CH:6]=[C:5]([N+:7]([O-:9])=[O:8])[CH:4]=1, predict the reactants needed to synthesize it. The reactants are: [CH3:1][N:2]1[CH:6]=[C:5]([N+:7]([O-:9])=[O:8])[CH:4]=[C:3]1[CH:10]=[O:11].B.O1CCCC1. (2) Given the product [OH:15][CH:14]([C:16]1[CH:21]=[CH:20][CH:19]=[CH:18][CH:17]=1)[C:13]([NH:1][C:2]1[C:11]2[C:6](=[C:7]([NH:12][C:13](=[O:23])[CH:14]([C:16]3[CH:17]=[CH:18][CH:19]=[CH:20][CH:21]=3)[OH:15])[CH:8]=[CH:9][CH:10]=2)[CH:5]=[CH:4][CH:3]=1)=[O:23], predict the reactants needed to synthesize it. The reactants are: [NH2:1][C:2]1[C:11]2[C:6](=[C:7]([NH2:12])[CH:8]=[CH:9][CH:10]=2)[CH:5]=[CH:4][CH:3]=1.[C:13]([OH:23])(=O)[CH:14]([C:16]1[CH:21]=[CH:20][CH:19]=[CH:18][CH:17]=1)[OH:15]. (3) Given the product [CH:1]1([NH:4][C:12]2[N:17]3[N:18]=[CH:19][C:20]([CH:34]=[O:35])=[C:16]3[N:15]=[C:14]([C:21]3[CH:26]=[CH:25][CH:24]=[C:23]([O:27][C:28]([F:29])([F:30])[F:31])[CH:22]=3)[N:13]=2)[CH2:2][CH2:3]1, predict the reactants needed to synthesize it. The reactants are: [CH:1]1([N:4]([C:12]2[N:17]3[N:18]=[CH:19][CH:20]=[C:16]3[N:15]=[C:14]([C:21]3[CH:26]=[CH:25][CH:24]=[C:23]([O:27][C:28]([F:31])([F:30])[F:29])[CH:22]=3)[N:13]=2)C(=O)OC(C)(C)C)[CH2:3][CH2:2]1.FC(F)(F)[C:34](O)=[O:35].